From a dataset of Forward reaction prediction with 1.9M reactions from USPTO patents (1976-2016). Predict the product of the given reaction. (1) Given the reactants [NH2:1][CH2:2][C@H:3]1[CH2:8][CH2:7][C@H:6]([NH:9][C:10]2[CH:15]=[C:14]([C:16]3[CH:21]=[CH:20][CH:19]=[C:18](F)[N:17]=3)[C:13]([Cl:23])=[CH:12][N:11]=2)[CH2:5][CH2:4]1.[F:24][C:25]1[CH:26]=[C:27]([CH2:31][NH2:32])[CH:28]=[CH:29][CH:30]=1, predict the reaction product. The product is: [NH2:1][CH2:2][C@H:3]1[CH2:8][CH2:7][C@H:6]([NH:9][C:10]2[CH:15]=[C:14]([C:16]3[CH:21]=[CH:20][CH:19]=[C:18]([NH:32][CH2:31][C:27]4[CH:28]=[CH:29][CH:30]=[C:25]([F:24])[CH:26]=4)[N:17]=3)[C:13]([Cl:23])=[CH:12][N:11]=2)[CH2:5][CH2:4]1. (2) Given the reactants C[N+]1([O-])CC[O:5]CC1.[CH3:9][CH:10]([C:13]1[C:22]2[O:21][CH2:20][C:19]3=[C:23]([C:26]([O:28][CH2:29][CH3:30])=[O:27])[N:24]=[CH:25][N:18]3[C:17]=2[CH:16]=[CH:15][CH:14]=1)[CH:11]=[CH2:12].CC(C)=O.[OH2:35], predict the reaction product. The product is: [OH:35][CH:11]([CH2:12][OH:5])[CH:10]([C:13]1[C:22]2[O:21][CH2:20][C:19]3=[C:23]([C:26]([O:28][CH2:29][CH3:30])=[O:27])[N:24]=[CH:25][N:18]3[C:17]=2[CH:16]=[CH:15][CH:14]=1)[CH3:9]. (3) The product is: [N+:1]([C:4]1[CH:11]=[CH:10][C:7]([CH2:8][C:20]2[CH:25]=[CH:24][C:23]([NH2:26])=[CH:22][CH:21]=2)=[CH:6][CH:5]=1)([O-:3])=[O:2]. Given the reactants [N+:1]([C:4]1[CH:11]=[CH:10][C:7]([CH2:8]Cl)=[CH:6][CH:5]=1)([O-:3])=[O:2].CC1(C)C(C)(C)OB([C:20]2[CH:25]=[CH:24][C:23]([NH2:26])=[CH:22][CH:21]=2)O1, predict the reaction product. (4) Given the reactants C[Si](C)(C)CCOCN(COCC[Si](C)(C)C)C1N2N=CC=C2N=C(C2CCC(=[CH:23][C:24]([O:26][CH2:27][CH3:28])=[O:25])CC2)C=1.C[Si](C)(C)CCOCN(COCC[Si](C)(C)C)C1N2N=CC=C2N=C(C2CCCC(=O)C2)C=1.[CH3:72][Si:73]([CH3:104])([CH3:103])[CH2:74][CH2:75][O:76][CH2:77][N:78]([CH2:95][O:96][CH2:97][CH2:98][Si:99]([CH3:102])([CH3:101])[CH3:100])[C:79]1[N:84]2[N:85]=[CH:86][CH:87]=[C:83]2[N:82]=[C:81]([CH:88]2[CH2:93][CH2:92][C:91](=O)[CH2:90][CH2:89]2)[CH:80]=1, predict the reaction product. The product is: [CH3:101][Si:99]([CH3:100])([CH3:102])[CH2:98][CH2:97][O:96][CH2:95][N:78]([CH2:77][O:76][CH2:75][CH2:74][Si:73]([CH3:72])([CH3:103])[CH3:104])[C:79]1[N:84]2[N:85]=[CH:86][CH:87]=[C:83]2[N:82]=[C:81]([CH:88]2[CH2:93][CH2:92][CH2:91][C:90](=[CH:23][C:24]([O:26][CH2:27][CH3:28])=[O:25])[CH2:89]2)[CH:80]=1. (5) The product is: [ClH:1].[NH2:9][CH2:10][C@H:11]1[CH2:12][CH2:13][C@H:14]([C:17]([NH:19][C@@H:20]([CH2:44][C:45]2[CH:50]=[CH:49][C:48]([C:51]3[CH:56]=[CH:55][C:54]([O:57][CH3:58])=[C:53]([S:59]([N:62]4[CH2:63][CH2:64][O:65][CH2:66][CH2:67]4)(=[O:61])=[O:60])[CH:52]=3)=[CH:47][CH:46]=2)[C:21]([NH:23][C:24]2[CH:25]=[CH:26][C:27]([C:30]3[NH:34][N:33]=[C:32]([C:35]([F:42])([F:43])[C:36]([F:40])([F:41])[C:37]([OH:39])=[O:38])[N:31]=3)=[CH:28][CH:29]=2)=[O:22])=[O:18])[CH2:15][CH2:16]1. Given the reactants [ClH:1].C(OC([NH:9][CH2:10][C@H:11]1[CH2:16][CH2:15][C@H:14]([C:17]([NH:19][C@@H:20]([CH2:44][C:45]2[CH:50]=[CH:49][C:48]([C:51]3[CH:56]=[CH:55][C:54]([O:57][CH3:58])=[C:53]([S:59]([N:62]4[CH2:67][CH2:66][O:65][CH2:64][CH2:63]4)(=[O:61])=[O:60])[CH:52]=3)=[CH:47][CH:46]=2)[C:21]([NH:23][C:24]2[CH:29]=[CH:28][C:27]([C:30]3[NH:34][N:33]=[C:32]([C:35]([F:43])([F:42])[C:36]([F:41])([F:40])[C:37]([OH:39])=[O:38])[N:31]=3)=[CH:26][CH:25]=2)=[O:22])=[O:18])[CH2:13][CH2:12]1)=O)(C)(C)C.C(#N)C, predict the reaction product. (6) Given the reactants [Br:1][C:2]1[CH:11]=[C:10]2[C:5]([CH:6]=[C:7]([C:12]([O:14]CC)=[O:13])[CH:8]=[N:9]2)=[CH:4][CH:3]=1.[Cl-].[Na+], predict the reaction product. The product is: [Br:1][C:2]1[CH:11]=[C:10]2[C:5]([CH:6]=[C:7]([C:12]([OH:14])=[O:13])[CH:8]=[N:9]2)=[CH:4][CH:3]=1.